Dataset: Forward reaction prediction with 1.9M reactions from USPTO patents (1976-2016). Task: Predict the product of the given reaction. (1) Given the reactants [C-]#N.[Na+].C(O)C.[C:7]([C:9]1[CH:10]=[C:11]([CH:14]=[CH:15][CH:16]=1)[CH:12]=[O:13])#[N:8].[CH3:17][S:18][C:19]1[CH:26]=[CH:25][C:22]([CH:23]=[O:24])=[CH:21][CH:20]=1, predict the reaction product. The product is: [C:7]([C:9]1[CH:10]=[C:11]([C:12](=[O:13])[CH:23]([OH:24])[C:22]2[CH:25]=[CH:26][C:19]([S:18][CH3:17])=[CH:20][CH:21]=2)[CH:14]=[CH:15][CH:16]=1)#[N:8]. (2) Given the reactants [Si:1]([O:18][CH2:19][C:20]1[C:25]([N:26]2[CH2:31][C@H:30]([CH3:32])[O:29][C@H:28]([CH3:33])[CH2:27]2)=[C:24]([Cl:34])[C:23]([F:35])=[CH:22][CH:21]=1)([C:14]([CH3:17])([CH3:16])[CH3:15])([C:8]1[CH:13]=[CH:12][CH:11]=[CH:10][CH:9]=1)[C:2]1[CH:7]=[CH:6][CH:5]=[CH:4][CH:3]=1.CON(C)[C:39](=[O:47])[C:40]1[CH:45]=[CH:44][C:43]([CH3:46])=[N:42][CH:41]=1, predict the reaction product. The product is: [Si:1]([O:18][CH2:19][C:20]1[C:25]([N:26]2[CH2:31][C@H:30]([CH3:32])[O:29][C@H:28]([CH3:33])[CH2:27]2)=[C:24]([Cl:34])[C:23]([F:35])=[C:22]([C:39]([C:40]2[CH:41]=[N:42][C:43]([CH3:46])=[CH:44][CH:45]=2)=[O:47])[CH:21]=1)([C:14]([CH3:16])([CH3:17])[CH3:15])([C:2]1[CH:7]=[CH:6][CH:5]=[CH:4][CH:3]=1)[C:8]1[CH:13]=[CH:12][CH:11]=[CH:10][CH:9]=1. (3) Given the reactants [BH4-].[Na+].[Br-].[C:4]([O:8][C:9]([N:11]1[C:19]2[CH:18]=[CH:17][N+:16]([CH:20]([C:29]3[CH:34]=[CH:33][CH:32]=[CH:31][C:30]=3[Cl:35])[CH2:21][CH2:22][CH2:23][CH2:24][CH2:25][CH:26]([CH3:28])[CH3:27])=[CH:15][C:14]=2[CH:13]=[CH:12]1)=[O:10])([CH3:7])([CH3:6])[CH3:5], predict the reaction product. The product is: [C:4]([O:8][C:9]([N:11]1[C:19]2[CH2:18][CH2:17][N:16]([CH:20]([C:29]3[CH:34]=[CH:33][CH:32]=[CH:31][C:30]=3[Cl:35])[CH2:21][CH2:22][CH2:23][CH2:24][CH2:25][C:26]([C:9]([O:8][CH2:4][CH3:5])=[O:10])([CH3:28])[CH3:27])[CH2:15][C:14]=2[CH:13]=[CH:12]1)=[O:10])([CH3:6])([CH3:7])[CH3:5]. (4) Given the reactants [C:1](/[N:3]=[C:4](\SC)/[NH:5][C:6]1[CH:11]=[CH:10][C:9]([S:12](=[O:15])(=[O:14])[NH2:13])=[CH:8][CH:7]=1)#[N:2].[NH2:18][NH2:19], predict the reaction product. The product is: [NH2:2][C:1]1[NH:19][N:18]=[C:4]([NH:5][C:6]2[CH:11]=[CH:10][C:9]([S:12]([NH2:13])(=[O:15])=[O:14])=[CH:8][CH:7]=2)[N:3]=1. (5) Given the reactants Cl[C:2]1[CH:7]=[CH:6][N:5]=[C:4]2[CH:8]=[C:9]([C:11](=[O:14])[CH2:12][CH3:13])[S:10][C:3]=12.[CH3:15][NH:16][C:17]([C:19]1[C:27]2[C:22](=[CH:23][C:24]([OH:28])=[CH:25][CH:26]=2)[N:21]([CH3:29])[C:20]=1[CH3:30])=[O:18].C([O-])([O-])=O.[Cs+].[Cs+], predict the reaction product. The product is: [CH3:15][NH:16][C:17]([C:19]1[C:27]2[C:22](=[CH:23][C:24]([O:28][C:2]3[CH:7]=[CH:6][N:5]=[C:4]4[CH:8]=[C:9]([C:11](=[O:14])[CH2:12][CH3:13])[S:10][C:3]=34)=[CH:25][CH:26]=2)[N:21]([CH3:29])[C:20]=1[CH3:30])=[O:18]. (6) Given the reactants [Cl:1][C:2]1[CH:3]=[C:4]([C:8]2[CH:16]=[CH:15][CH:14]=[C:13]3[C:9]=2[C:10]([C:21]([N:23]2[CH2:28][CH2:27][CH:26]([C:29]4[CH:30]=[C:31]([CH:40]=[CH:41][C:42]=4[F:43])[CH2:32][NH:33]C(=O)C(F)(F)F)[CH2:25][CH2:24]2)=[O:22])=[CH:11][N:12]3[CH2:17][CH2:18][O:19][CH3:20])[CH:5]=[N:6][CH:7]=1.C([O-])([O-])=O.[K+].[K+], predict the reaction product. The product is: [ClH:1].[ClH:1].[NH2:33][CH2:32][C:31]1[CH:40]=[CH:41][C:42]([F:43])=[C:29]([CH:26]2[CH2:25][CH2:24][N:23]([C:21]([C:10]3[C:9]4[C:13](=[CH:14][CH:15]=[CH:16][C:8]=4[C:4]4[CH:5]=[N:6][CH:7]=[C:2]([Cl:1])[CH:3]=4)[N:12]([CH2:17][CH2:18][O:19][CH3:20])[CH:11]=3)=[O:22])[CH2:28][CH2:27]2)[CH:30]=1. (7) Given the reactants I[C:2]1[CH:3]=[N:4][C:5]2[C:10]([CH:11]=1)=[CH:9][CH:8]=[CH:7][C:6]=2[N:12]1[CH2:17][CH2:16][N:15]([CH3:18])[CH2:14][CH2:13]1.BrC1C=NC2C(C=1)=CC=CC=2N1CCN(C)CC1.[Na+].[C:38]1([S:44]([O-:46])=[O:45])[CH:43]=[CH:42][CH:41]=[CH:40][CH:39]=1.C(=O)([O-])O.[Na+], predict the reaction product. The product is: [CH3:18][N:15]1[CH2:16][CH2:17][N:12]([C:6]2[CH:7]=[CH:8][CH:9]=[C:10]3[C:5]=2[N:4]=[CH:3][C:2]([S:44]([C:38]2[CH:43]=[CH:42][CH:41]=[CH:40][CH:39]=2)(=[O:46])=[O:45])=[CH:11]3)[CH2:13][CH2:14]1.